Dataset: Reaction yield outcomes from USPTO patents with 853,638 reactions. Task: Predict the reaction yield, written as a fraction of the theoretical maximum amount of product (1.0 means a 100% yield; for example, 0.34 means a 34% yield). The reactants are IC1[CH:7]=[CH:6][C:5]([CH3:8])=[CH:4][CH:3]=1.[F:9][C:10]([F:18])([C:14]([F:17])([F:16])[F:15])[C:11]([O-])=O.[K+].O.CCOCC. The catalyst is CN(C=O)C.[Cu](I)I. The product is [CH3:8][C:5]1[CH:6]=[CH:7][C:11]([C:10]([F:18])([F:9])[C:14]([F:17])([F:16])[F:15])=[CH:3][CH:4]=1. The yield is 0.920.